The task is: Predict the reactants needed to synthesize the given product.. This data is from Full USPTO retrosynthesis dataset with 1.9M reactions from patents (1976-2016). (1) Given the product [Cl:1][C:2]1[CH:10]=[CH:9][CH:8]=[C:7]2[C:3]=1[C:4]([C:11](=[O:16])[C:12]([F:14])([F:15])[F:13])=[CH:5][N:6]2[CH2:29][CH2:30][C:31]([F:34])([F:33])[F:32], predict the reactants needed to synthesize it. The reactants are: [Cl:1][C:2]1[CH:10]=[CH:9][CH:8]=[C:7]2[C:3]=1[C:4]([C:11](=[O:16])[C:12]([F:15])([F:14])[F:13])=[CH:5][NH:6]2.C([O-])([O-])=O.[Cs+].[Cs+].FC(F)(F)S(O[CH2:29][CH2:30][C:31]([F:34])([F:33])[F:32])(=O)=O. (2) Given the product [CH:20]1([CH2:25]/[CH:26]=[CH:27]/[C:8]2[C:7]([C:14]#[N:15])=[C:6]([OH:16])[C:5]([OH:4])=[CH:10][C:9]=2[C:11]#[N:12])[CH2:24][CH2:23][CH2:22][CH2:21]1, predict the reactants needed to synthesize it. The reactants are: C([O:4][C:5]1[CH:10]=[C:9]([C:11]#[N:12])[C:8](Br)=[C:7]([C:14]#[N:15])[C:6]=1[O:16]C(=O)C)(=O)C.[CH:20]1([CH2:25]/[CH:26]=[CH:27]/B2OC(C)(C)C(C)(C)O2)[CH2:24][CH2:23][CH2:22][CH2:21]1. (3) Given the product [CH3:1][O:2][C:3](=[O:26])[CH2:4][C:5]1[C:14]([CH3:15])=[C:13]([C:28]2[CH:33]=[CH:32][C:31]([S:34][C:35]3[CH:36]=[C:37]([C:45]([F:48])([F:46])[F:47])[CH:38]=[C:39]([C:41]([F:44])([F:43])[F:42])[CH:40]=3)=[CH:30][CH:29]=2)[C:12]2[C:7](=[CH:8][CH:9]=[C:10]([F:25])[CH:11]=2)[CH:6]=1, predict the reactants needed to synthesize it. The reactants are: [CH3:1][O:2][C:3](=[O:26])[CH2:4][C:5]1[C:14]([CH3:15])=[C:13](B2OC(C)(C)C(C)(C)O2)[C:12]2[C:7](=[CH:8][CH:9]=[C:10]([F:25])[CH:11]=2)[CH:6]=1.Br[C:28]1[CH:33]=[CH:32][C:31]([S:34][C:35]2[CH:40]=[C:39]([C:41]([F:44])([F:43])[F:42])[CH:38]=[C:37]([C:45]([F:48])([F:47])[F:46])[CH:36]=2)=[CH:30][CH:29]=1.C(=O)(O)[O-].[Na+].O. (4) Given the product [CH3:1][O:2][C:3](=[O:19])[C@H:4]([CH2:13][CH2:14][C@H:15]([OH:18])[CH2:16][O:17][Si:24]([C:20]([CH3:23])([CH3:22])[CH3:21])([CH3:26])[CH3:25])[NH:5][C:6]([O:8][C:9]([CH3:12])([CH3:10])[CH3:11])=[O:7], predict the reactants needed to synthesize it. The reactants are: [CH3:1][O:2][C:3](=[O:19])[C@H:4]([CH2:13][CH2:14][C@H:15]([OH:18])[CH2:16][OH:17])[NH:5][C:6]([O:8][C:9]([CH3:12])([CH3:11])[CH3:10])=[O:7].[C:20]([Si:24](Cl)([CH3:26])[CH3:25])([CH3:23])([CH3:22])[CH3:21].N1C=CN=C1.O. (5) Given the product [OH:8][N:9]1[C:14]2[N:15]=[CH:16][N:17]=[C:18]([CH3:19])[C:13]=2[C:12]([NH:20][CH:21]2[CH2:26][CH2:25][N:24]([CH3:27])[CH2:23][CH2:22]2)=[CH:11][C:10]1=[O:28], predict the reactants needed to synthesize it. The reactants are: C([O:8][N:9]1[C:14]2[N:15]=[CH:16][N:17]=[C:18]([CH3:19])[C:13]=2[C:12]([NH:20][CH:21]2[CH2:26][CH2:25][N:24]([CH3:27])[CH2:23][CH2:22]2)=[CH:11][C:10]1=[O:28])C1C=CC=CC=1.[H][H].